This data is from Forward reaction prediction with 1.9M reactions from USPTO patents (1976-2016). The task is: Predict the product of the given reaction. (1) The product is: [Br:1][C:2]1[CH:3]=[CH:4][CH:5]=[C:6]([CH2:8][O:9][Si:19]([C:15]([CH3:18])([CH3:17])[CH3:16])([CH3:22])[CH3:21])[N:7]=1. Given the reactants [Br:1][C:2]1[N:7]=[C:6]([CH2:8][OH:9])[CH:5]=[CH:4][CH:3]=1.N1C=CN=C1.[C:15]([Si:19]([CH3:22])([CH3:21])Cl)([CH3:18])([CH3:17])[CH3:16], predict the reaction product. (2) Given the reactants [CH2:1]([C:3]1[CH:8]=[CH:7][C:6]([NH:9][C:10](=[O:41])[O:11][CH2:12][C:13]2([C:30](=[O:40])[NH:31][CH2:32][C:33]3[C:38]([CH3:39])=[CH:37][CH:36]=[CH:35][N:34]=3)[CH2:18][CH2:17][N:16]([C:19](=[O:29])[CH2:20][NH:21]C(OC(C)(C)C)=O)[CH2:15][CH2:14]2)=[CH:5][CH:4]=1)[CH3:2].Cl, predict the reaction product. The product is: [CH2:1]([C:3]1[CH:8]=[CH:7][C:6]([NH:9][C:10](=[O:41])[O:11][CH2:12][C:13]2([C:30](=[O:40])[NH:31][CH2:32][C:33]3[C:38]([CH3:39])=[CH:37][CH:36]=[CH:35][N:34]=3)[CH2:18][CH2:17][N:16]([C:19](=[O:29])[CH2:20][NH2:21])[CH2:15][CH2:14]2)=[CH:5][CH:4]=1)[CH3:2]. (3) Given the reactants C(N(CC)CC)C.[CH3:8][O:9][C:10]1[CH:15]=[CH:14][CH:13]=[CH:12][C:11]=1[SH:16].[NH2:17][C:18]1[N:23]=[C:22](S(CC2C=CC=CC=2)=O)[N:21]=[C:20]([C:33]2[C:34]([Cl:44])=[CH:35][C:36]([Cl:43])=[C:37]([CH:42]=2)[O:38][CH2:39][C:40]#[N:41])[N:19]=1, predict the reaction product. The product is: [NH2:17][C:18]1[N:23]=[C:22]([S:16][C:11]2[CH:12]=[CH:13][CH:14]=[CH:15][C:10]=2[O:9][CH3:8])[N:21]=[C:20]([C:33]2[C:34]([Cl:44])=[CH:35][C:36]([Cl:43])=[C:37]([CH:42]=2)[O:38][CH2:39][C:40]#[N:41])[N:19]=1. (4) Given the reactants CN([CH:4]([CH3:14])[C:5]([C:7]1[CH:12]=[CH:11][C:10]([F:13])=[CH:9][CH:8]=1)=O)C.[NH2:15]/[C:16](/[CH3:23])=[CH:17]\[C:18]([O:20][CH2:21][CH3:22])=[O:19], predict the reaction product. The product is: [F:13][C:10]1[CH:9]=[CH:8][C:7]([C:5]2[CH:4]=[CH:14][C:17]([C:18]([O:20][CH2:21][CH3:22])=[O:19])=[C:16]([CH3:23])[N:15]=2)=[CH:12][CH:11]=1. (5) Given the reactants [OH:1][C:2]1[CH:3]=[C:4]([CH:21]=[C:22]([O:24][C@@H:25]([CH3:29])[CH2:26][O:27][CH3:28])[CH:23]=1)[C:5]([NH:7][C:8]1[CH:12]=[C:11]([CH3:13])[N:10]([C:14]([O:16][C:17]([CH3:20])([CH3:19])[CH3:18])=[O:15])[N:9]=1)=[O:6].[CH2:30]([O:32][C:33]([C:35]1[CH:40]=[CH:39][C:38](B(O)O)=[CH:37][CH:36]=1)=[O:34])[CH3:31].C(N(CC)CC)C, predict the reaction product. The product is: [CH2:30]([O:32][C:33]([C:35]1[CH:40]=[CH:39][C:38]([O:1][C:2]2[CH:3]=[C:4]([CH:21]=[C:22]([O:24][C@@H:25]([CH3:29])[CH2:26][O:27][CH3:28])[CH:23]=2)[C:5]([NH:7][C:8]2[CH:12]=[C:11]([CH3:13])[N:10]([C:14]([O:16][C:17]([CH3:20])([CH3:19])[CH3:18])=[O:15])[N:9]=2)=[O:6])=[CH:37][CH:36]=1)=[O:34])[CH3:31]. (6) Given the reactants C(N(CC)CC)C.[C:8]([C:10]1([OH:15])[CH2:14][CH2:13][CH2:12][CH2:11]1)#[CH:9].[CH2:16]([C:18]([C:29]1[CH:34]=[CH:33][C:32](OS(C(F)(F)F)(=O)=O)=[C:31]([CH3:43])[CH:30]=1)([C:21]1[CH:26]=[CH:25][C:24]([OH:27])=[C:23]([CH3:28])[CH:22]=1)[CH2:19][CH3:20])[CH3:17].C(OCC)(=O)C, predict the reaction product. The product is: [CH2:16]([C:18]([C:21]1[CH:26]=[CH:25][C:24]([OH:27])=[C:23]([CH3:28])[CH:22]=1)([C:29]1[CH:34]=[CH:33][C:32]([C:9]#[C:8][C:10]2([OH:15])[CH2:14][CH2:13][CH2:12][CH2:11]2)=[C:31]([CH3:43])[CH:30]=1)[CH2:19][CH3:20])[CH3:17]. (7) Given the reactants C1(OC)C(=CC=CC=1)OC.I[N:12]1[C:18]([CH3:20])([CH3:19])[C:16](=[O:17])[N:15]([CH3:21])[C:13]1=[O:14], predict the reaction product. The product is: [CH3:21][N:15]1[C:16](=[O:17])[C:18]([CH3:20])([CH3:19])[NH:12][C:13]1=[O:14]. (8) Given the reactants [OH:1][C:2]1[CH:9]=[CH:8][C:5]([CH:6]=[O:7])=[CH:4][C:3]=1[O:10][CH3:11].C([O-])([O-])=O.[K+].[K+].[C:18]([O:21][CH2:22][CH2:23]Br)(=[O:20])[CH3:19], predict the reaction product. The product is: [C:18]([O:21][CH2:22][CH2:23][O:1][C:2]1[CH:9]=[CH:8][C:5]([CH:6]=[O:7])=[CH:4][C:3]=1[O:10][CH3:11])(=[O:20])[CH3:19]. (9) Given the reactants [CH2:1]([O:8][C:9]([N:11]1[CH2:16][CH2:15][CH2:14][CH:13]([C:17]([OH:19])=O)[CH2:12]1)=[O:10])[C:2]1[CH:7]=[CH:6][CH:5]=[CH:4][CH:3]=1.Cl.[CH3:21][NH:22][O:23][CH3:24].C(N(CC)CC)C.ON1C2C=CC=CC=2N=N1.Cl.CN(C)CCCN=C=NCC, predict the reaction product. The product is: [CH3:24][O:23][N:22]([CH3:21])[C:17]([CH:13]1[CH2:14][CH2:15][CH2:16][N:11]([C:9]([O:8][CH2:1][C:2]2[CH:3]=[CH:4][CH:5]=[CH:6][CH:7]=2)=[O:10])[CH2:12]1)=[O:19].